From a dataset of Reaction yield outcomes from USPTO patents with 853,638 reactions. Predict the reaction yield, written as a fraction of the theoretical maximum amount of product (1.0 means a 100% yield; for example, 0.34 means a 34% yield). (1) The reactants are Br[C:2]1[CH:7]=[CH:6][C:5]([S:8]([NH:11][C:12]2[S:16][N:15]=[CH:14][N:13]=2)(=[O:10])=[O:9])=[CH:4][CH:3]=1.[CH3:17][C@H:18]1[CH2:23][NH:22][CH2:21][CH2:20][NH:19]1.O(C(C)(C)C)[Na]. The catalyst is C1C=CC(/C=C/C(/C=C/C2C=CC=CC=2)=O)=CC=1.C1C=CC(/C=C/C(/C=C/C2C=CC=CC=2)=O)=CC=1.C1C=CC(/C=C/C(/C=C/C2C=CC=CC=2)=O)=CC=1.[Pd].[Pd].C1(C)C=CC=CC=1. The product is [CH3:17][C@@H:18]1[NH:19][CH2:20][CH2:21][N:22]([C:2]2[CH:7]=[CH:6][C:5]([S:8]([NH:11][C:12]3[S:16][N:15]=[CH:14][N:13]=3)(=[O:10])=[O:9])=[CH:4][CH:3]=2)[CH2:23]1. The yield is 0.190. (2) The reactants are [Cl:1][C:2]1[CH:3]=[CH:4][C:5]2[CH2:11][N:10]([C@@H:12]3[CH2:16][CH2:15][NH:14][CH2:13]3)[CH2:9][C:8](=[O:17])[N:7]([CH2:18][CH3:19])[C:6]=2[CH:20]=1.C([O-])([O-])=O.[K+].[K+].Br[CH2:28][CH2:29][CH:30]=[C:31]1[C:37]2[CH:38]=[CH:39][CH:40]=[N:41][C:36]=2[CH2:35][O:34][C:33]2[CH:42]=[CH:43][C:44]([C:46]([OH:49])([CH3:48])[CH3:47])=[CH:45][C:32]1=2. The catalyst is C(#N)C.O. The product is [Cl:1][C:2]1[CH:3]=[CH:4][C:5]2[CH2:11][N:10]([C@@H:12]3[CH2:16][CH2:15][N:14]([CH2:28][CH2:29][CH:30]=[C:31]4[C:37]5[CH:38]=[CH:39][CH:40]=[N:41][C:36]=5[CH2:35][O:34][C:33]5[CH:42]=[CH:43][C:44]([C:46]([OH:49])([CH3:48])[CH3:47])=[CH:45][C:32]4=5)[CH2:13]3)[CH2:9][C:8](=[O:17])[N:7]([CH2:18][CH3:19])[C:6]=2[CH:20]=1. The yield is 0.210. (3) The reactants are [NH2:1][C:2]1[CH:3]=[C:4]2[C:8](=[CH:9][C:10]=1[NH2:11])[NH:7][N:6]=[CH:5]2.C(O[C:15]([S-])=[S:16])C.[K+]. No catalyst specified. The product is [SH:16][C:15]1[NH:1][C:2]2[CH:3]=[C:4]3[C:8](=[CH:9][C:10]=2[N:11]=1)[NH:7][N:6]=[CH:5]3. The yield is 0.628. (4) The product is [Br:10][C:7]1[CH:8]=[CH:9][C:4]([C:3]([NH2:14])=[O:2])=[C:5]([OH:11])[CH:6]=1. The catalyst is C(O)(C)C. The yield is 0.600. The reactants are C[O:2][C:3](=O)[C:4]1[CH:9]=[CH:8][C:7]([Br:10])=[CH:6][C:5]=1[OH:11].[OH-].[NH4+:14]. (5) The reactants are [CH:1]12[NH:8][CH:5]([CH2:6][CH2:7]1)[CH2:4][CH:3]([N:9]1[CH2:14][CH2:13][N:12]([C:15]([O:17][C:18]([CH3:21])([CH3:20])[CH3:19])=[O:16])[CH2:11][CH2:10]1)[CH2:2]2.[CH3:22][C:23]([CH3:25])=O.[BH3-]C#N.[Na+].Cl. The catalyst is CO. The product is [CH:23]([N:8]1[CH:1]2[CH2:7][CH2:6][CH:5]1[CH2:4][CH:3]([N:9]1[CH2:10][CH2:11][N:12]([C:15]([O:17][C:18]([CH3:21])([CH3:20])[CH3:19])=[O:16])[CH2:13][CH2:14]1)[CH2:2]2)([CH3:25])[CH3:22]. The yield is 0.880.